Token-level Classification. Given an antigen amino acid sequence, predict which amino acid positions are active epitope sites capable of antibody binding. Output is a list of indices for active positions. From a dataset of B-cell epitopes from IEDB database with 3,159 antigens for binding position prediction. The epitope positions are: [103, 104, 105, 106, 107, 108, 109, 110, 111, 112]. The amino acids at these positions are: VDLPQLGLRR. Given the antigen sequence: MGSPCALGLFCCCSSCFCLCCPRHRPASRLAAVVGGAAAVPAVVSGVTGLILSPSPSPIFIQPTPLPPMSFHNPGLELALDSRPAPSAPLGATSPSAPPLPPVVDLPQLGLRR, which amino acid positions are active epitope sites?